This data is from Full USPTO retrosynthesis dataset with 1.9M reactions from patents (1976-2016). The task is: Predict the reactants needed to synthesize the given product. Given the product [C:1]1([C:7]2[N:8]=[C:9]([NH:12][CH2:13][CH2:14][CH2:15][N:16]3[CH2:21][CH2:20][NH:19][CH2:18][CH2:17]3)[S:10][CH:11]=2)[CH:6]=[CH:5][CH:4]=[CH:3][CH:2]=1, predict the reactants needed to synthesize it. The reactants are: [C:1]1([C:7]2[N:8]=[C:9]([NH:12][CH2:13][CH2:14][CH2:15][N:16]3[CH2:21][CH2:20][N:19](C(OC(C)(C)C)=O)[CH2:18][CH2:17]3)[S:10][CH:11]=2)[CH:6]=[CH:5][CH:4]=[CH:3][CH:2]=1.FC(F)(F)C(O)=O.